Dataset: Full USPTO retrosynthesis dataset with 1.9M reactions from patents (1976-2016). Task: Predict the reactants needed to synthesize the given product. The reactants are: [CH2:1]([N:8]1[C:16]2[C:11](=[N:12][C:13]([N:17](C(OC(C)(C)C)=O)[NH:18][C:19](OC(C)(C)C)=O)=[CH:14][CH:15]=2)[CH:10]=[N:9]1)[C:2]1[CH:7]=[CH:6][CH:5]=[CH:4][CH:3]=1.[CH3:33]C(O)=O. Given the product [CH2:1]([N:8]1[C:16]2[CH:15]=[CH:14][C:13]3[N:12]([C:19]([CH3:33])=[N:18][N:17]=3)[C:11]=2[CH:10]=[N:9]1)[C:2]1[CH:3]=[CH:4][CH:5]=[CH:6][CH:7]=1, predict the reactants needed to synthesize it.